This data is from Reaction yield outcomes from USPTO patents with 853,638 reactions. The task is: Predict the reaction yield, written as a fraction of the theoretical maximum amount of product (1.0 means a 100% yield; for example, 0.34 means a 34% yield). (1) The reactants are CN(C=O)C.B.[Na].O.S(=O)(=O)(O)O.[CH:14]12[CH2:20][CH:17]([CH:18]=[CH:19]1)[CH:16]1[C:21]([O:23][C:24](=O)[CH:15]21)=[O:22]. The catalyst is [Cl-].[Na+].O. The product is [C:17]12[CH2:20][CH:14]([CH2:19][CH2:18]1)[CH:15]1[C:16]=2[C:21](=[O:22])[O:23][CH2:24]1. The yield is 0.890. (2) The catalyst is C1(C)C=CC=CC=1.CS(C)=O.C1C=CC(/C=C/C(/C=C/C2C=CC=CC=2)=O)=CC=1.C1C=CC(/C=C/C(/C=C/C2C=CC=CC=2)=O)=CC=1.C1C=CC(/C=C/C(/C=C/C2C=CC=CC=2)=O)=CC=1.[Pd].[Pd]. The product is [CH2:1]([NH:8][C:9]1[CH:14]=[C:13]([N:35]2[CH2:36][CH2:37][N:32]([C:24]([C:25]3[CH:26]=[CH:27][CH:28]=[CH:29][CH:30]=3)=[O:31])[CH2:33][CH2:34]2)[CH:12]=[CH:11][C:10]=1[S:16]([C:19]([F:22])([F:21])[F:20])(=[O:18])=[O:17])[C:2]1[CH:7]=[CH:6][CH:5]=[CH:4][CH:3]=1. The reactants are [CH2:1]([NH:8][C:9]1[CH:14]=[C:13](Br)[CH:12]=[CH:11][C:10]=1[S:16]([C:19]([F:22])([F:21])[F:20])(=[O:18])=[O:17])[C:2]1[CH:7]=[CH:6][CH:5]=[CH:4][CH:3]=1.Cl.[C:24]([N:32]1[CH2:37][CH2:36][NH:35][CH2:34][CH2:33]1)(=[O:31])[C:25]1[CH:30]=[CH:29][CH:28]=[CH:27][CH:26]=1.CC1C=CC(P(C2C=CC3C(=CC=CC=3)C=2C2C3C(=CC=CC=3)C=CC=2P(C2C=CC(C)=CC=2)C2C=CC(C)=CC=2)C2C=CC(C)=CC=2)=CC=1.C(=O)([O-])[O-].[Cs+].[Cs+]. The yield is 0.670.